From a dataset of Full USPTO retrosynthesis dataset with 1.9M reactions from patents (1976-2016). Predict the reactants needed to synthesize the given product. (1) Given the product [Cl:1][C:2]1[CH:3]=[N:4][CH:5]=[C:6]([Cl:24])[C:7]=1[S:8][C:9]1[S:13][C:12]([C:14]([NH:16][CH2:17][C:18]([N:25]2[CH2:30][CH2:29][CH:28]([OH:31])[CH2:27][CH2:26]2)=[O:19])=[O:15])=[CH:11][C:10]=1[N+:21]([O-:23])=[O:22], predict the reactants needed to synthesize it. The reactants are: [Cl:1][C:2]1[CH:3]=[N:4][CH:5]=[C:6]([Cl:24])[C:7]=1[S:8][C:9]1[S:13][C:12]([C:14]([NH:16][CH2:17][C:18](O)=[O:19])=[O:15])=[CH:11][C:10]=1[N+:21]([O-:23])=[O:22].[NH:25]1[CH2:30][CH2:29][CH:28]([OH:31])[CH2:27][CH2:26]1. (2) The reactants are: [I:1]N1C(=O)CCC1=O.[CH3:9][N:10]1[C:14]2=[N:15][CH:16]=[C:17]([N+:20]([O-:22])=[O:21])[C:18]([CH3:19])=[C:13]2[CH:12]=[CH:11]1.O. Given the product [I:1][C:12]1[C:13]2[C:14](=[N:15][CH:16]=[C:17]([N+:20]([O-:22])=[O:21])[C:18]=2[CH3:19])[N:10]([CH3:9])[CH:11]=1, predict the reactants needed to synthesize it.